From a dataset of Merck oncology drug combination screen with 23,052 pairs across 39 cell lines. Regression. Given two drug SMILES strings and cell line genomic features, predict the synergy score measuring deviation from expected non-interaction effect. (1) Drug 1: CCN(CC)CCNC(=O)c1c(C)[nH]c(C=C2C(=O)Nc3ccc(F)cc32)c1C. Drug 2: O=C(NOCC(O)CO)c1ccc(F)c(F)c1Nc1ccc(I)cc1F. Cell line: A375. Synergy scores: synergy=22.9. (2) Drug 1: NC1(c2ccc(-c3nc4ccn5c(=O)[nH]nc5c4cc3-c3ccccc3)cc2)CCC1. Drug 2: CNC(=O)c1cc(Oc2ccc(NC(=O)Nc3ccc(Cl)c(C(F)(F)F)c3)cc2)ccn1. Cell line: UWB1289BRCA1. Synergy scores: synergy=15.2.